This data is from Reaction yield outcomes from USPTO patents with 853,638 reactions. The task is: Predict the reaction yield, written as a fraction of the theoretical maximum amount of product (1.0 means a 100% yield; for example, 0.34 means a 34% yield). (1) The reactants are [CH3:1][O:2][C:3]([C:5]1[C:10]([Cl:11])=[C:9]([NH2:12])[N:8]=[C:7]([C:13]2[CH:18]=[CH:17][C:16]([Cl:19])=[C:15]([S:20][CH3:21])[C:14]=2[F:22])[N:6]=1)=[O:4].OO.S([O-])([O-])=[O:26].[Na+].[Na+]. The catalyst is C(O)C(F)(F)F. The product is [CH3:1][O:2][C:3]([C:5]1[C:10]([Cl:11])=[C:9]([NH2:12])[N:8]=[C:7]([C:13]2[CH:18]=[CH:17][C:16]([Cl:19])=[C:15]([S:20]([CH3:21])=[O:26])[C:14]=2[F:22])[N:6]=1)=[O:4]. The yield is 0.850. (2) The yield is 0.930. The product is [CH3:25][C:8]1([CH3:26])[CH2:7][C:6]2[C:11](=[C:12]3[CH2:16][C:15]([CH3:17])([CH3:18])[O:14][C:13]3=[C:4]([OH:3])[CH:5]=2)[C:10]([C:19]2[CH:20]=[CH:21][CH:22]=[CH:23][CH:24]=2)=[N:9]1. The reactants are Br.C[O:3][C:4]1[CH:5]=[C:6]2[C:11](=[C:12]3[CH2:16][C:15]([CH3:18])([CH3:17])[O:14][C:13]=13)[C:10]([C:19]1[CH:24]=[CH:23][CH:22]=[CH:21][CH:20]=1)=[N:9][C:8]([CH3:26])([CH3:25])[CH2:7]2.N. The catalyst is O. (3) The reactants are [CH2:1]([O:3][C:4]([C:6]1[C:15]2[C:14]3=[N:16][N:17]([CH2:19][CH2:20]OS(C)(=O)=O)[CH:18]=[C:13]3[CH2:12][CH2:11][CH2:10][C:9]=2[NH:8][CH:7]=1)=[O:5])[CH3:2].[CH2:26]([NH:28][CH2:29][CH3:30])[CH3:27].C([O-])([O-])=O.[K+].[K+]. The catalyst is CC#N. The product is [CH2:1]([O:3][C:4]([C:6]1[C:15]2[C:14]3=[N:16][N:17]([CH2:19][CH2:20][N:28]([CH2:29][CH3:30])[CH2:26][CH3:27])[CH:18]=[C:13]3[CH2:12][CH2:11][CH2:10][C:9]=2[NH:8][CH:7]=1)=[O:5])[CH3:2]. The yield is 0.720. (4) The reactants are [C:1]1([CH:7]([C:28]2[CH:33]=[CH:32][CH:31]=[CH:30][CH:29]=2)[N:8]2[C:16]3[C:11](=[CH:12][CH:13]=[CH:14][CH:15]=3)[C:10](O)([C:17]3[CH:22]=[CH:21][C:20]([O:23][CH3:24])=[CH:19][C:18]=3[OH:25])[C:9]2=[O:27])[CH:6]=[CH:5][CH:4]=[CH:3][CH:2]=1.FC(F)(F)C(O)=O.C([SiH](CC)CC)C. The catalyst is ClCCl. The product is [C:28]1([CH:7]([C:1]2[CH:6]=[CH:5][CH:4]=[CH:3][CH:2]=2)[N:8]2[C:16]3[C:11](=[CH:12][CH:13]=[CH:14][CH:15]=3)[CH:10]([C:17]3[CH:22]=[CH:21][C:20]([O:23][CH3:24])=[CH:19][C:18]=3[OH:25])[C:9]2=[O:27])[CH:29]=[CH:30][CH:31]=[CH:32][CH:33]=1. The yield is 0.270. (5) The reactants are [NH2:1][C@@H:2]([CH2:5][CH3:6])[CH2:3][OH:4].[C:7](Cl)([C:20]1[CH:25]=[CH:24][CH:23]=[CH:22][CH:21]=1)([C:14]1[CH:19]=[CH:18][CH:17]=[CH:16][CH:15]=1)[C:8]1[CH:13]=[CH:12][CH:11]=[CH:10][CH:9]=1.CCCCCC.CCOCC.CO. The catalyst is C(Cl)Cl. The product is [C:7]([NH:1][C@@H:2]([CH2:5][CH3:6])[CH2:3][OH:4])([C:8]1[CH:13]=[CH:12][CH:11]=[CH:10][CH:9]=1)([C:20]1[CH:21]=[CH:22][CH:23]=[CH:24][CH:25]=1)[C:14]1[CH:15]=[CH:16][CH:17]=[CH:18][CH:19]=1. The yield is 0.890. (6) The yield is 0.560. The product is [CH3:1][O:5][C:6](=[O:7])[C:18]1[CH:19]=[CH:20][C:15]([O:14][CH2:13][CH:9]2[CH2:10][CH2:11][CH2:12][N:8]2[C:6]([O:5][C:1]([CH3:4])([CH3:3])[CH3:2])=[O:7])=[C:16]([CH3:22])[CH:17]=1. The catalyst is CS(C)=O.CO.CC([O-])=O.CC([O-])=O.[Pd+2].C1(P(C2C=CC=CC=2)CCCP(C2C=CC=CC=2)C2C=CC=CC=2)C=CC=CC=1. The reactants are [C:1]([O:5][C:6]([N:8]1[CH2:12][CH2:11][CH2:10][CH:9]1[CH2:13][O:14][C:15]1[CH:20]=[CH:19][C:18](I)=[CH:17][C:16]=1[CH3:22])=[O:7])([CH3:4])([CH3:3])[CH3:2].CCN(CC)CC. (7) The reactants are [C:1]([C:3]1[CH:4]=[C:5]([NH2:9])[CH:6]=[CH:7][CH:8]=1)#[CH:2].[C:10]1([CH2:16][CH2:17][CH:18]=O)[CH:15]=[CH:14][CH:13]=[CH:12][CH:11]=1.C(O)(=O)C.C(O[BH-](OC(=O)C)OC(=O)C)(=O)C.[Na+].C(=O)(O)[O-].[Na+]. The catalyst is ClCCCl.C(OCC)C. The product is [C:10]1([CH2:16][CH2:17][CH2:18][NH:9][C:5]2[CH:6]=[CH:7][CH:8]=[C:3]([C:1]#[CH:2])[CH:4]=2)[CH:15]=[CH:14][CH:13]=[CH:12][CH:11]=1. The yield is 0.420. (8) The reactants are [ClH:1].C(OC([N:9]1[CH2:14][CH2:13][C:12]([N:20]([CH3:22])[CH3:21])([C:15]2[S:16][CH:17]=[CH:18][CH:19]=2)[CH2:11][CH2:10]1)=O)(C)(C)C.O.C([O-])([O-])=O.[Na+].[Na+]. The catalyst is C(Cl)(Cl)Cl. The product is [ClH:1].[ClH:1].[CH3:21][N:20]([CH3:22])[C:12]1([C:15]2[S:16][CH:17]=[CH:18][CH:19]=2)[CH2:13][CH2:14][NH:9][CH2:10][CH2:11]1. The yield is 0.890. (9) The reactants are C(OC(=O)[NH:7][C:8]1[CH:9]=[N:10][C:11]([C:35]2[CH:40]=[CH:39][CH:38]=[CH:37][CH:36]=2)=[CH:12][C:13]=1[C:14]([N:16]1[CH2:21][CH2:20][CH:19]([N:22]2[CH2:34][CH2:33][CH2:32][C:24]3([C:28](=[O:29])[O:27][C:26]([CH3:31])([CH3:30])[CH2:25]3)[CH2:23]2)[CH2:18][CH2:17]1)=[O:15])(C)(C)C.C(OC(C)C)(C)C. No catalyst specified. The product is [NH2:7][C:8]1[C:13]([C:14]([N:16]2[CH2:21][CH2:20][CH:19]([N:22]3[CH2:34][CH2:33][CH2:32][C:24]4([C:28](=[O:29])[O:27][C:26]([CH3:30])([CH3:31])[CH2:25]4)[CH2:23]3)[CH2:18][CH2:17]2)=[O:15])=[CH:12][C:11]([C:35]2[CH:36]=[CH:37][CH:38]=[CH:39][CH:40]=2)=[N:10][CH:9]=1. The yield is 0.890.